The task is: Predict which catalyst facilitates the given reaction.. This data is from Catalyst prediction with 721,799 reactions and 888 catalyst types from USPTO. (1) Reactant: [CH3:1]SCCC(Cl)=O.[CH3:8][S:9][CH2:10][CH2:11][C:12]([N:14]=[C:15]=[S:16])=[O:13].[CH3:17][O:18][C:19]1[CH:20]=[C:21]2[C:26](=[CH:27][C:28]=1[O:29][CH3:30])[N:25]=[CH:24]N=[C:22]2[O:31][C:32]1[CH:38]=[CH:37][C:35]([NH2:36])=[C:34]([F:39])[CH:33]=1.C1(C)C=CC=CC=1. Product: [CH3:8][S:9][CH2:10][CH2:11][C:12]([N:14]=[C:15]=[S:16])=[O:13].[CH3:17][O:18][C:19]1[CH:20]=[C:21]2[C:26](=[CH:27][C:28]=1[O:29][CH3:30])[N:25]=[CH:24][CH:1]=[C:22]2[O:31][C:32]1[CH:38]=[CH:37][C:35]([NH:36][C:15]([NH:14][C:12](=[O:13])[CH2:11][CH2:10][S:9][CH3:8])=[S:16])=[C:34]([F:39])[CH:33]=1. The catalyst class is: 8. (2) Reactant: [CH3:1][N:2]1[N:6]=[C:5](Br)[C:4]([Cl:8])=[N:3]1.[Cl-].[Li+].C([Mg]Cl)(C)C.[C:16](=[O:18])=[O:17].Cl. Product: [CH3:1][N:2]1[N:6]=[C:5]([C:16]([OH:18])=[O:17])[C:4]([Cl:8])=[N:3]1. The catalyst class is: 7.